This data is from Retrosynthesis with 50K atom-mapped reactions and 10 reaction types from USPTO. The task is: Predict the reactants needed to synthesize the given product. (1) Given the product COc1ccc(Sc2ccc(C(=O)Nc3cccc(C(F)(F)F)c3)cc2Nc2ncnc3ncccc23)cc1, predict the reactants needed to synthesize it. The reactants are: COc1ccc(Sc2ccc(C(=O)Cl)cc2Nc2ncnc3ncccc23)cc1.Nc1cccc(C(F)(F)F)c1. (2) Given the product NS(=O)(=O)c1nc2cc(O)ccc2s1, predict the reactants needed to synthesize it. The reactants are: COc1ccc2sc(S(N)(=O)=O)nc2c1. (3) Given the product CC(C)(O)CON1C(C)(C)CC(CCCCNc2nc(NCCO)nc(NCCCCC3CC(C)(C)N(OCC(C)(C)O)C(C)(C)C3)n2)CC1(C)C, predict the reactants needed to synthesize it. The reactants are: CC(C)(O)CON1C(C)(C)CC(CCCCNc2nc(Cl)nc(NCCCCC3CC(C)(C)N(OCC(C)(C)O)C(C)(C)C3)n2)CC1(C)C.NCCO.